Dataset: Forward reaction prediction with 1.9M reactions from USPTO patents (1976-2016). Task: Predict the product of the given reaction. (1) Given the reactants C(OC([N:8]1[C:16]2[C:11](=[CH:12][CH:13]=[C:14]([O:17][CH2:18][CH2:19][CH2:20][N:21]3[CH2:26][CH2:25][CH2:24][CH:23]([OH:27])[CH2:22]3)[CH:15]=2)[CH:10]=[C:9]1[C:28]1[C:29]2[S:42][C:41]([C:43]3[CH:48]=[CH:47][CH:46]=[CH:45][CH:44]=3)=[CH:40][C:30]=2[N:31](C(OC(C)(C)C)=O)[N:32]=1)=O)(C)(C)C.C1(OC)C=CC=CC=1.ClCCl.FC(F)(F)C(O)=O, predict the reaction product. The product is: [C:43]1([C:41]2[S:42][C:29]3[C:28]([C:9]4[NH:8][C:16]5[C:11]([CH:10]=4)=[CH:12][CH:13]=[C:14]([O:17][CH2:18][CH2:19][CH2:20][N:21]4[CH2:26][CH2:25][CH2:24][CH:23]([OH:27])[CH2:22]4)[CH:15]=5)=[N:32][NH:31][C:30]=3[CH:40]=2)[CH:44]=[CH:45][CH:46]=[CH:47][CH:48]=1. (2) The product is: [NH2:7][C:8]1([C:12]2[CH:13]=[CH:14][C:15]([C:18]3[C:23]([C:24]4[CH:29]=[CH:28][CH:27]=[CH:26][CH:25]=4)=[C:22]([NH:30][CH:31]4[CH2:32][CH2:33]4)[N:21]4[CH:34]=[CH:35][N:36]=[C:20]4[N:19]=3)=[CH:16][CH:17]=2)[CH2:9][CH2:10][CH2:11]1. Given the reactants C(OC(=O)[NH:7][C:8]1([C:12]2[CH:17]=[CH:16][C:15]([C:18]3[C:23]([C:24]4[CH:29]=[CH:28][CH:27]=[CH:26][CH:25]=4)=[C:22]([NH:30][CH:31]4[CH2:33][CH2:32]4)[N:21]4[CH:34]=[CH:35][N:36]=[C:20]4[N:19]=3)=[CH:14][CH:13]=2)[CH2:11][CH2:10][CH2:9]1)(C)(C)C.Cl, predict the reaction product. (3) Given the reactants [Cl:1][C:2]1[CH:7]=[CH:6][C:5]([CH2:8][CH:9]([C:14]([O:16][CH3:17])=[O:15])[CH2:10][C:11](O)=[O:12])=[CH:4][CH:3]=1.S(C)C, predict the reaction product. The product is: [Cl:1][C:2]1[CH:3]=[CH:4][C:5]([CH2:8][CH:9]([CH2:10][CH2:11][OH:12])[C:14]([O:16][CH3:17])=[O:15])=[CH:6][CH:7]=1. (4) Given the reactants [CH3:1][N:2]1[C:6]([C:7]2[S:11][C:10]([NH2:12])=[N:9][C:8]=2[C:13]2[CH:18]=[CH:17][CH:16]=[CH:15][CH:14]=2)=[N:5][N:4]=[N:3]1.[C:19](Cl)(=[O:23])[CH:20]([CH3:22])[CH3:21], predict the reaction product. The product is: [CH3:1][N:2]1[C:6]([C:7]2[S:11][C:10]([NH:12][C:19](=[O:23])[CH:20]([CH3:22])[CH3:21])=[N:9][C:8]=2[C:13]2[CH:14]=[CH:15][CH:16]=[CH:17][CH:18]=2)=[N:5][N:4]=[N:3]1. (5) Given the reactants [Br:1][C:2]1[C:8]([O:9][CH3:10])=[CH:7][CH:6]=[CH:5][C:3]=1[NH2:4].[CH2:11]([O:13][C:14]1[CH:23]=[C:22]([O:24][CH:25]2[CH2:42][CH:41]3[CH:27]([C:28](=[O:48])[N:29]([CH3:47])[CH2:30][CH2:31][CH2:32][CH2:33][CH:34]=[CH:35][CH:36]4[C:38]([C:44]([OH:46])=[O:45])([NH:39][C:40]3=[O:43])[CH2:37]4)[CH2:26]2)C2C(=C(C)C(OC)=CC=2)N=1)[CH3:12], predict the reaction product. The product is: [Br:1][C:2]1[C:8]([O:9][CH3:10])=[CH:7][CH:6]=[C:5]2[C:3]=1[N:4]=[C:14]([O:13][CH2:11][CH3:12])[CH:23]=[C:22]2[O:24][CH:25]1[CH2:42][CH:41]2[CH:27]([C:28](=[O:48])[N:29]([CH3:47])[CH2:30][CH2:31][CH2:32][CH2:33][CH:34]=[CH:35][CH:36]3[C:38]([C:44]([OH:46])=[O:45])([NH:39][C:40]2=[O:43])[CH2:37]3)[CH2:26]1.